From a dataset of Forward reaction prediction with 1.9M reactions from USPTO patents (1976-2016). Predict the product of the given reaction. (1) Given the reactants Cl[C:2]1[S:3][C:4]2[CH2:10][C:9]3([O:14][CH2:13][CH2:12][O:11]3)[CH2:8][CH2:7][C:5]=2[N:6]=1.C([O-])(=O)C.[Na+], predict the reaction product. The product is: [CH2:13]1[CH2:12][O:11][C:9]2([CH2:8][CH2:7][C:5]3[N:6]=[CH:2][S:3][C:4]=3[CH2:10]2)[O:14]1. (2) The product is: [NH2:1][C:4]1[CH:13]=[CH:12][CH:11]=[C:10]2[C:5]=1[CH:6]=[CH:7][N:8]([CH:15]1[CH2:16][CH2:17][N:18]([C:21]([O:23][C:24]([CH3:27])([CH3:26])[CH3:25])=[O:22])[CH2:19][CH2:20]1)[C:9]2=[O:14]. Given the reactants [N+:1]([C:4]1[CH:13]=[CH:12][CH:11]=[C:10]2[C:5]=1[CH:6]=[CH:7][N:8]([CH:15]1[CH2:20][CH2:19][N:18]([C:21]([O:23][C:24]([CH3:27])([CH3:26])[CH3:25])=[O:22])[CH2:17][CH2:16]1)[C:9]2=[O:14])([O-])=O.C(O)C, predict the reaction product. (3) The product is: [O:30]=[C:23]1[C:24]2([CH2:25][CH2:26][N:27]([C:6]3[C:7]4[C:12](=[CH:11][CH:10]=[CH:9][CH:8]=4)[C:3]([C:1]#[N:2])=[CH:4][CH:5]=3)[CH2:28][CH2:29]2)[N:20]([C:14]2[CH:19]=[CH:18][CH:17]=[CH:16][CH:15]=2)[CH2:21][NH:22]1. Given the reactants [C:1]([C:3]1[C:12]2[C:7](=[CH:8][CH:9]=[CH:10][CH:11]=2)[C:6](F)=[CH:5][CH:4]=1)#[N:2].[C:14]1([N:20]2[C:24]3([CH2:29][CH2:28][NH:27][CH2:26][CH2:25]3)[C:23](=[O:30])[NH:22][CH2:21]2)[CH:19]=[CH:18][CH:17]=[CH:16][CH:15]=1, predict the reaction product. (4) Given the reactants [Br:1][C:2]1[CH:7]=[CH:6][C:5]([NH:8][C:9]([NH:11][NH:12][C:13](=O)[CH2:14][CH:15]2[CH2:18][N:17]([C:19]([O:21]C(C)(C)C)=O)[CH2:16]2)=[O:10])=[CH:4][CH:3]=1.C(=O)([O-])[O-].[K+].[K+].[CH:33](N(CC)C(C)C)(C)[CH3:34].[C:42](Cl)(=[O:45])[CH2:43][CH3:44], predict the reaction product. The product is: [Br:1][C:2]1[CH:3]=[CH:4][C:5]([N:8]2[C:13]([CH2:14][CH:15]3[CH2:16][N:17]([C:19](=[O:21])[CH2:33][CH3:34])[CH2:18]3)=[N:12][N:11]([C:42](=[O:45])[CH2:43][CH3:44])[C:9]2=[O:10])=[CH:6][CH:7]=1. (5) Given the reactants [CH:1]([S:3]([C:6]1[CH:7]=[CH:8][C:9]([O:35][CH3:36])=[C:10]([S:12]([NH:15][C:16]2[CH:21]=[CH:20][CH:19]=[CH:18][C:17]=2[NH:22][S:23]([C:26]2[S:30][C:29]3[CH:31]=[CH:32][CH:33]=[CH:34][C:28]=3[CH:27]=2)(=[O:25])=[O:24])(=[O:14])=[O:13])[CH:11]=1)(=[O:5])=[O:4])=[CH2:2].[NH:37]([CH3:39])[CH3:38].C1COCC1, predict the reaction product. The product is: [CH3:38][N:37]([CH3:39])[CH2:2][CH2:1][S:3]([C:6]1[CH:7]=[CH:8][C:9]([O:35][CH3:36])=[C:10]([S:12]([NH:15][C:16]2[CH:21]=[CH:20][CH:19]=[CH:18][C:17]=2[NH:22][S:23]([C:26]2[S:30][C:29]3[CH:31]=[CH:32][CH:33]=[CH:34][C:28]=3[CH:27]=2)(=[O:25])=[O:24])(=[O:13])=[O:14])[CH:11]=1)(=[O:4])=[O:5]. (6) Given the reactants Cl.Cl.[CH:3]1([N:6]2[CH2:11][CH2:10][NH:9][CH2:8][CH2:7]2)[CH2:5][CH2:4]1.[C:12](N1CCNCC1)([O:14][C:15]([CH3:18])([CH3:17])[CH3:16])=[O:13].C(OC1(O[Si](C)(C)C)CC1)C.C(O)(=O)C.[BH3-]C#N.[Na+], predict the reaction product. The product is: [C:12]([N:9]1[CH2:10][CH2:11][N:6]([CH:3]2[CH2:5][CH2:4]2)[CH2:7][CH2:8]1)([O:14][C:15]([CH3:18])([CH3:17])[CH3:16])=[O:13].